Dataset: Full USPTO retrosynthesis dataset with 1.9M reactions from patents (1976-2016). Task: Predict the reactants needed to synthesize the given product. (1) Given the product [Cl:1][C:2]1[CH:3]=[C:4]([CH:13]=[CH:14][CH:15]=1)[CH2:5][C:6]1[C:7]([CH3:12])=[N:8][N:9]2[C:27](=[O:28])[CH:26]=[C:25]([C:23]3[CH:22]=[CH:21][C:20]4[O:16][CH2:17][O:18][C:19]=4[CH:24]=3)[NH:11][C:10]=12, predict the reactants needed to synthesize it. The reactants are: [Cl:1][C:2]1[CH:3]=[C:4]([CH:13]=[CH:14][CH:15]=1)[CH2:5][C:6]1[C:7]([CH3:12])=[N:8][NH:9][C:10]=1[NH2:11].[O:16]1[C:20]2[CH:21]=[CH:22][C:23]([C:25](=O)[CH2:26][C:27](OCC)=[O:28])=[CH:24][C:19]=2[O:18][CH2:17]1. (2) Given the product [F:28][C:29]1[CH:34]=[CH:33][C:32]([S:35]([C@@:38]2([C:43]3[CH:44]=[CH:45][C:46]([C:49]([F:58])([C:50]([F:53])([F:52])[F:51])[C:54]([F:55])([F:56])[F:57])=[CH:47][CH:48]=3)[CH2:42][CH2:41][N:40]([C:67]([CH:64]3[CH2:65][CH2:66][CH:61]([S:60][CH3:59])[CH2:62][CH2:63]3)=[O:68])[CH2:39]2)(=[O:36])=[O:37])=[CH:31][CH:30]=1, predict the reactants needed to synthesize it. The reactants are: F[P-](F)(F)(F)(F)F.N1(O[P+](N(C)C)(N(C)C)N(C)C)C2C=CC=CC=2N=N1.[F:28][C:29]1[CH:34]=[CH:33][C:32]([S:35]([C@@:38]2([C:43]3[CH:48]=[CH:47][C:46]([C:49]([F:58])([C:54]([F:57])([F:56])[F:55])[C:50]([F:53])([F:52])[F:51])=[CH:45][CH:44]=3)[CH2:42][CH2:41][NH:40][CH2:39]2)(=[O:37])=[O:36])=[CH:31][CH:30]=1.[CH3:59][S:60][CH:61]1[CH2:66][CH2:65][CH:64]([C:67](O)=[O:68])[CH2:63][CH2:62]1.CCN(C(C)C)C(C)C. (3) Given the product [CH3:73][O:72][CH2:71][C@H:70]([N:47]([CH2:46][C:42]1[CH:41]=[C:40]2[C:45](=[CH:44][CH:43]=1)[N:37]([C:35]([NH:34][C@@H:18]1[CH2:17][N:16]([C:14](=[O:15])[C@@H:13]([NH:12][C:10](=[O:11])[C@@H:9]([N:8]([CH3:85])[C:6](=[O:7])[O:5][C:1]([CH3:3])([CH3:4])[CH3:2])[CH3:84])[C:80]([CH3:81])([CH3:82])[CH3:83])[C@H:20]([C:21](=[O:33])[NH:22][C@@H:23]3[C:32]4[C:27](=[CH:28][CH:29]=[CH:30][CH:31]=4)[CH2:26][CH2:25][CH2:24]3)[CH2:19]1)=[O:36])[CH:38]=[CH:39]2)[C:48]([C@@H:50]1[CH2:59][C:58]2[C:53](=[CH:54][CH:55]=[CH:56][CH:57]=2)[CH2:52][NH:51]1)=[O:49])[C:74]1[CH:79]=[CH:78][CH:77]=[CH:76][CH:75]=1, predict the reactants needed to synthesize it. The reactants are: [C:1]([O:5][C:6]([N:8]([CH3:85])[C@@H:9]([CH3:84])[C:10]([NH:12][C@@H:13]([C:80]([CH3:83])([CH3:82])[CH3:81])[C:14]([N:16]1[C@H:20]([C:21](=[O:33])[NH:22][C@H:23]2[C:32]3[C:27](=[CH:28][CH:29]=[CH:30][CH:31]=3)[CH2:26][CH2:25][CH2:24]2)[CH2:19][C@H:18]([NH:34][C:35]([N:37]2[C:45]3[C:40](=[CH:41][C:42]([CH2:46][N:47]([C@@H:70]([C:74]4[CH:79]=[CH:78][CH:77]=[CH:76][CH:75]=4)[CH2:71][O:72][CH3:73])[C:48]([C@@H:50]4[CH2:59][C:58]5[C:53](=[CH:54][CH:55]=[CH:56][CH:57]=5)[CH2:52][N:51]4C(OCC4C=CC=CC=4)=O)=[O:49])=[CH:43][CH:44]=3)[CH:39]=[CH:38]2)=[O:36])[CH2:17]1)=[O:15])=[O:11])=[O:7])([CH3:4])([CH3:3])[CH3:2]. (4) Given the product [CH:6]([C:2]1[N:1]([CH2:16][C:17]([O:19][CH2:20][CH3:21])=[O:18])[CH:5]=[CH:4][N:3]=1)=[O:7], predict the reactants needed to synthesize it. The reactants are: [NH:1]1[CH:5]=[CH:4][N:3]=[C:2]1[CH:6]=[O:7].CN1CCCC1=O.Cl[CH2:16][C:17]([O:19][CH2:20][CH3:21])=[O:18].C(=O)([O-])[O-].[K+].[K+]. (5) Given the product [N+:1](/[C:4](/[CH2:5][C:6]1[CH:11]=[CH:10][CH:9]=[CH:8][CH:7]=1)=[CH:18]/[CH2:17][CH2:16][CH2:15][CH:14]=[O:13])([O-:3])=[O:2], predict the reactants needed to synthesize it. The reactants are: [N+:1]([CH2:4][CH2:5][C:6]1[CH:11]=[CH:10][CH:9]=[CH:8][CH:7]=1)([O-:3])=[O:2].C[O:13][CH:14](OC)[CH2:15][CH2:16][CH2:17][CH:18]=O.